This data is from Catalyst prediction with 721,799 reactions and 888 catalyst types from USPTO. The task is: Predict which catalyst facilitates the given reaction. (1) Reactant: CC(C[AlH]CC(C)C)C.C1(C)C=CC=CC=1.C([O:19][C:20](=O)/[CH:21]=[C:22](/[C:24]1[CH:29]=[CH:28][C:27]([C:30]2[CH:35]=[CH:34][C:33](/[C:36](/[CH3:48])=[CH:37]/[CH2:38][O:39][CH2:40][Si:41]([C:44]([CH3:47])([CH3:46])[CH3:45])([CH3:43])[CH3:42])=[CH:32][CH:31]=2)=[CH:26][CH:25]=1)\[CH3:23])C.Cl. Product: [Si:41]([CH2:40][O:39][CH2:38]/[CH:37]=[C:36](/[C:33]1[CH:32]=[CH:31][C:30]([C:27]2[CH:28]=[CH:29][C:24](/[C:22](/[CH3:23])=[CH:21]/[CH2:20][OH:19])=[CH:25][CH:26]=2)=[CH:35][CH:34]=1)\[CH3:48])([C:44]([CH3:47])([CH3:46])[CH3:45])([CH3:43])[CH3:42]. The catalyst class is: 219. (2) Reactant: [C:1]([C:3]1[CH:8]=[CH:7][CH:6]=[CH:5][C:4]=1[C:9]1[CH:14]=[CH:13][C:12]([CH2:15][N:16]2[C:20]3[C:21]([C:25]([O:27][CH2:28][CH3:29])=[O:26])=[CH:22][CH:23]=[CH:24][C:19]=3[N:18]=[C:17]2[NH:30][CH2:31][CH2:32][CH3:33])=[CH:11][CH:10]=1)#[N:2].C[Sn]([N:38]=[N+:39]=[N-:40])(C)C. The catalyst class is: 11. Product: [CH2:31]([NH:30][C:17]1[N:16]([CH2:15][C:12]2[CH:11]=[CH:10][C:9]([C:4]3[CH:5]=[CH:6][CH:7]=[CH:8][C:3]=3[C:1]3[NH:40][N:39]=[N:38][N:2]=3)=[CH:14][CH:13]=2)[C:20]2[C:21]([C:25]([O:27][CH2:28][CH3:29])=[O:26])=[CH:22][CH:23]=[CH:24][C:19]=2[N:18]=1)[CH2:32][CH3:33]. (3) Reactant: [Br:1][C:2]1[CH:3]=[C:4]([CH:8]([NH:12][C:13]([O:15][C:16]([CH3:19])([CH3:18])[CH3:17])=[O:14])[C:9]([OH:11])=[O:10])[CH:5]=[CH:6][CH:7]=1.[CH2:20](Br)[C:21]1[CH:26]=[CH:25][CH:24]=[CH:23][CH:22]=1.C(=O)([O-])[O-].[K+].[K+]. Product: [Br:1][C:2]1[CH:3]=[C:4]([CH:8]([NH:12][C:13]([O:15][C:16]([CH3:19])([CH3:18])[CH3:17])=[O:14])[C:9]([O:11][CH2:20][C:21]2[CH:26]=[CH:25][CH:24]=[CH:23][CH:22]=2)=[O:10])[CH:5]=[CH:6][CH:7]=1. The catalyst class is: 9. (4) Reactant: Cl[CH2:2][C:3]([NH:5][C@H:6]([C:9]1[CH:14]=[CH:13][CH:12]=[CH:11][CH:10]=1)[CH2:7][OH:8])=[O:4].[H-].[Na+].[NH4+].[Cl-]. Product: [C:9]1([C@H:6]2[NH:5][C:3](=[O:4])[CH2:2][O:8][CH2:7]2)[CH:14]=[CH:13][CH:12]=[CH:11][CH:10]=1. The catalyst class is: 1. (5) Reactant: [NH2:1][C:2]1[CH:7]=[CH:6][C:5]([CH2:8][CH2:9][C:10]([O:12][CH3:13])=[O:11])=[CH:4][CH:3]=1.[CH3:14][C:15]1[CH:20]=[CH:19][CH:18]=[C:17]([CH3:21])[C:16]=1[C:22]1[CH:27]=[CH:26][CH:25]=[C:24]([CH:28]=O)[CH:23]=1.C([BH3-])#N.[Na+].C(O)(=O)C.C(O)(=O)CC(CC(O)=O)(C(O)=O)O. Product: [CH3:14][C:15]1[CH:20]=[CH:19][CH:18]=[C:17]([CH3:21])[C:16]=1[C:22]1[CH:27]=[CH:26][CH:25]=[C:24]([CH2:28][NH:1][C:2]2[CH:3]=[CH:4][C:5]([CH2:8][CH2:9][C:10]([O:12][CH3:13])=[O:11])=[CH:6][CH:7]=2)[CH:23]=1. The catalyst class is: 11. (6) Reactant: Br[C:2]1[CH:7]=[C:6]([Cl:8])[CH:5]=[CH:4][C:3]=1[N:9]1[CH:13]=[CH:12][CH:11]=[CH:10]1.C([Li])CCC.[CH2:19]([O:21][C:22]1[C:29]([O:30][CH3:31])=[CH:28][CH:27]=[CH:26][C:23]=1[CH:24]=[O:25])[CH3:20].C(OCC)(=O)C. Product: [Cl:8][C:6]1[CH:5]=[CH:4][C:3]([N:9]2[CH:13]=[CH:12][CH:11]=[CH:10]2)=[C:2]([CH:24]([C:23]2[CH:26]=[CH:27][CH:28]=[C:29]([O:30][CH3:31])[C:22]=2[O:21][CH2:19][CH3:20])[OH:25])[CH:7]=1. The catalyst class is: 316. (7) Product: [NH2:7][C@@H:8]1[C@@H:13]([OH:14])[C@H:12]([CH2:15][C:16]2[CH:17]=[C:18]([F:26])[C:19]([N+:23]([O-:25])=[O:24])=[C:20]([F:22])[CH:21]=2)[CH2:11][S@:10](=[O:27])[CH2:9]1. The catalyst class is: 2. Reactant: C(OC(=O)[NH:7][C@@H:8]1[C@@H:13]([OH:14])[C@H:12]([CH2:15][C:16]2[CH:21]=[C:20]([F:22])[C:19]([N+:23]([O-:25])=[O:24])=[C:18]([F:26])[CH:17]=2)[CH2:11][S@:10](=[O:27])[CH2:9]1)(C)(C)C.C(O)(C(F)(F)F)=O.